From a dataset of Peptide-MHC class I binding affinity with 185,985 pairs from IEDB/IMGT. Regression. Given a peptide amino acid sequence and an MHC pseudo amino acid sequence, predict their binding affinity value. This is MHC class I binding data. (1) The peptide sequence is DEGFHAATV. The MHC is HLA-A02:01 with pseudo-sequence HLA-A02:01. The binding affinity (normalized) is 0.0847. (2) The peptide sequence is LPLPWTSGAS. The MHC is HLA-B35:01 with pseudo-sequence HLA-B35:01. The binding affinity (normalized) is 0.367. (3) The peptide sequence is WLSVIAFGK. The MHC is HLA-B18:01 with pseudo-sequence HLA-B18:01. The binding affinity (normalized) is 0.0847. (4) The binding affinity (normalized) is 0.724. The peptide sequence is RVEESRARL. The MHC is HLA-B15:17 with pseudo-sequence HLA-B15:17. (5) The peptide sequence is GLSPTVWLSV. The MHC is HLA-A03:01 with pseudo-sequence HLA-A03:01. The binding affinity (normalized) is 0.234. (6) The peptide sequence is EFFDTEPQL. The MHC is HLA-A03:01 with pseudo-sequence HLA-A03:01. The binding affinity (normalized) is 0.0847. (7) The peptide sequence is WSQNPTMLY. The MHC is HLA-A29:02 with pseudo-sequence HLA-A29:02. The binding affinity (normalized) is 0.106. (8) The peptide sequence is SRIFEELVWK. The MHC is HLA-A68:01 with pseudo-sequence HLA-A68:01. The binding affinity (normalized) is 0.430. (9) The peptide sequence is VLSIMAFIL. The MHC is HLA-A02:02 with pseudo-sequence HLA-A02:02. The binding affinity (normalized) is 0.755. (10) The peptide sequence is AFGLFWLVW. The MHC is HLA-A02:01 with pseudo-sequence HLA-A02:01. The binding affinity (normalized) is 0.0847.